From a dataset of Full USPTO retrosynthesis dataset with 1.9M reactions from patents (1976-2016). Predict the reactants needed to synthesize the given product. Given the product [CH:1]1([C:4](=[O:27])[C:5](=[CH:28][O:29][CH2:30][CH3:31])[C:6]([C:8]2[C:13](=[O:14])[N:12]([C:15]3[CH:20]=[CH:19][CH:18]=[CH:17][CH:16]=3)[C:11]([C:21]3[CH:26]=[CH:25][CH:24]=[CH:23][CH:22]=3)=[N:10][CH:9]=2)=[O:7])[CH2:3][CH2:2]1, predict the reactants needed to synthesize it. The reactants are: [CH:1]1([C:4](=[O:27])[CH2:5][C:6]([C:8]2[C:13](=[O:14])[N:12]([C:15]3[CH:20]=[CH:19][CH:18]=[CH:17][CH:16]=3)[C:11]([C:21]3[CH:26]=[CH:25][CH:24]=[CH:23][CH:22]=3)=[N:10][CH:9]=2)=[O:7])[CH2:3][CH2:2]1.[CH:28](OCC)(OCC)[O:29][CH2:30][CH3:31].C(OC(=O)C)(=O)C.